Regression. Given a peptide amino acid sequence and an MHC pseudo amino acid sequence, predict their binding affinity value. This is MHC class II binding data. From a dataset of Peptide-MHC class II binding affinity with 134,281 pairs from IEDB. (1) The peptide sequence is EFKYFAATQFEPLAA. The MHC is HLA-DPA10103-DPB10601 with pseudo-sequence HLA-DPA10103-DPB10601. The binding affinity (normalized) is 1.00. (2) The peptide sequence is CLEPIEGKVVQYENL. The MHC is DRB1_0802 with pseudo-sequence DRB1_0802. The binding affinity (normalized) is 0.268. (3) The peptide sequence is GELTIVDKIDAAFKI. The MHC is DRB1_1501 with pseudo-sequence DRB1_1501. The binding affinity (normalized) is 0.485. (4) The peptide sequence is AAYLATRGLDVVDAV. The MHC is HLA-DPA10301-DPB10402 with pseudo-sequence HLA-DPA10301-DPB10402. The binding affinity (normalized) is 0.475. (5) The peptide sequence is ATISATPESATPFPH. The MHC is HLA-DPA10103-DPB10301 with pseudo-sequence HLA-DPA10103-DPB10301. The binding affinity (normalized) is 0.297. (6) The peptide sequence is ARTISEAGQAMASTE. The MHC is DRB1_1302 with pseudo-sequence DRB1_1302. The binding affinity (normalized) is 0.259.